This data is from Forward reaction prediction with 1.9M reactions from USPTO patents (1976-2016). The task is: Predict the product of the given reaction. (1) Given the reactants [CH2:1]([O:8][C:9]1[CH:13]=[C:12]([C:14]([O:16]C)=[O:15])[O:11][N:10]=1)[C:2]1[CH:7]=[CH:6][CH:5]=[CH:4][CH:3]=1.O.[OH-].[Li+].Cl, predict the reaction product. The product is: [CH2:1]([O:8][C:9]1[CH:13]=[C:12]([C:14]([OH:16])=[O:15])[O:11][N:10]=1)[C:2]1[CH:7]=[CH:6][CH:5]=[CH:4][CH:3]=1. (2) The product is: [F:22][C:23]([F:29])([F:28])[CH2:24][CH:25]([OH:26])[CH2:27][N:1]1[CH2:2][CH2:3][C:4]2([O:11][C:10]3[C:12]4[C:17]([C:18](=[O:21])[C:19](=[O:20])[C:9]=3[S:8][CH2:7]2)=[CH:16][CH:15]=[CH:14][CH:13]=4)[CH2:5][CH2:6]1. Given the reactants [NH:1]1[CH2:6][CH2:5][C:4]2([O:11][C:10]3[C:12]4[C:17]([C:18](=[O:21])[C:19](=[O:20])[C:9]=3[S:8][CH2:7]2)=[CH:16][CH:15]=[CH:14][CH:13]=4)[CH2:3][CH2:2]1.[F:22][C:23]([F:29])([F:28])[CH2:24][CH:25]1[CH2:27][O:26]1, predict the reaction product. (3) Given the reactants [C:1]([N:4]1[CH2:9][CH2:8][N:7]([C:10]2[CH:15]=[CH:14][C:13](/[CH:16]=[CH:17]/[C:18]3[C:26]4[C:21](=[CH:22][CH:23]=[CH:24][CH:25]=4)[NH:20][N:19]=3)=[CH:12][C:11]=2[N+:27]([O-])=O)[CH2:6][CH2:5]1)(=[O:3])[CH3:2].Cl.[Sn], predict the reaction product. The product is: [C:1]([N:4]1[CH2:5][CH2:6][N:7]([C:10]2[CH:15]=[CH:14][C:13](/[CH:16]=[CH:17]/[C:18]3[C:26]4[C:21](=[CH:22][CH:23]=[CH:24][CH:25]=4)[NH:20][N:19]=3)=[CH:12][C:11]=2[NH2:27])[CH2:8][CH2:9]1)(=[O:3])[CH3:2]. (4) Given the reactants [H-].[Na+].[CH3:3][O:4][C:5](=[O:25])[C@H:6]([CH2:15][C:16]1[CH:21]=[C:20]([CH3:22])[C:19]([OH:23])=[C:18]([CH3:24])[CH:17]=1)[NH:7][C:8]([O:10][C:11]([CH3:14])([CH3:13])[CH3:12])=[O:9].Cl[CH2:27][C:28]1[C:36]2[O:35][C:34]([C:37]3[CH:42]=[CH:41][CH:40]=[CH:39][CH:38]=3)=[N:33][C:32]=2[CH:31]=[CH:30][CH:29]=1.C(OCC)(=O)C, predict the reaction product. The product is: [CH3:3][O:4][C:5](=[O:25])[C@H:6]([CH2:15][C:16]1[CH:17]=[C:18]([CH3:24])[C:19]([O:23][CH2:27][C:28]2[C:36]3[O:35][C:34]([C:37]4[CH:42]=[CH:41][CH:40]=[CH:39][CH:38]=4)=[N:33][C:32]=3[CH:31]=[CH:30][CH:29]=2)=[C:20]([CH3:22])[CH:21]=1)[NH:7][C:8]([O:10][C:11]([CH3:14])([CH3:13])[CH3:12])=[O:9]. (5) Given the reactants Cl.[C:2]([O-:5])(O)=O.[Na+].[CH2:7]1[CH2:17]CN2C(=NCCC2)C[CH2:8]1.[Na+].[Cl-].[CH2:20]1[CH2:24][O:23][CH2:22][CH2:21]1, predict the reaction product. The product is: [CH:24]12[O:23][CH:22]([CH2:21][CH2:20]1)[CH2:17][CH:7]([CH:2]=[O:5])[CH2:8]2. (6) Given the reactants [F:1][C:2]1[CH:18]=[CH:17][C:5]([CH2:6][O:7][C:8]2[CH:13]=[CH:12][C:11]([N+:14]([O-])=O)=[CH:10][N:9]=2)=[CH:4][CH:3]=1.C(OCC)(=O)C, predict the reaction product. The product is: [F:1][C:2]1[CH:18]=[CH:17][C:5]([CH2:6][O:7][C:8]2[N:9]=[CH:10][C:11]([NH2:14])=[CH:12][CH:13]=2)=[CH:4][CH:3]=1. (7) The product is: [C:1]([O:5][C:6]([NH:8][C@H:9]1[CH2:13][CH2:12][C:11]([C:18]([OH:21])([CH3:20])[CH3:19])([C:14]([OH:16])=[O:15])[CH2:10]1)=[O:7])([CH3:4])([CH3:2])[CH3:3]. Given the reactants [C:1]([O:5][C:6]([NH:8][C@H:9]1[CH2:13][CH2:12][C:11]([C:18]([OH:21])([CH3:20])[CH3:19])([C:14]([O:16]C)=[O:15])[CH2:10]1)=[O:7])([CH3:4])([CH3:3])[CH3:2].CO.O.O.[OH-].[Li+], predict the reaction product. (8) Given the reactants [OH:1][CH:2]([CH2:16][CH2:17][CH3:18])[CH2:3][CH2:4][CH2:5][CH2:6][CH2:7][CH2:8][C:9](=[O:15])[CH2:10][CH2:11][C:12]([OH:14])=[O:13].[N+](=[CH2:21])=[N-], predict the reaction product. The product is: [CH3:21][O:13][C:12](=[O:14])[CH2:11][CH2:10][C:9](=[O:15])[CH2:8][CH2:7][CH2:6][CH2:5][CH2:4][CH2:3][CH:2]([OH:1])[CH2:16][CH2:17][CH3:18]. (9) Given the reactants [I:1][C:2]1[CH:3]=[CH:4][C:5]([NH:8][C:9]([NH2:11])=S)=[N:6][CH:7]=1.CI.[CH3:14][O:15][C:16]1[CH:23]=[CH:22][CH:21]=[C:20]([O:24][CH3:25])[C:17]=1[CH2:18][NH2:19], predict the reaction product. The product is: [CH3:25][O:24][C:20]1[CH:21]=[CH:22][CH:23]=[C:16]([O:15][CH3:14])[C:17]=1[CH2:18][NH:19][C:9]([NH:8][C:5]1[CH:4]=[CH:3][C:2]([I:1])=[CH:7][N:6]=1)=[NH:11]. (10) Given the reactants [CH3:1][NH:2][CH2:3][CH3:4].Br[CH2:6][C:7]1[N:12]=[C:11]([C:13]([F:16])([F:15])[F:14])[N:10]=[C:9]([C:17]([O:19]CC)=[O:18])[CH:8]=1.O.[OH-].[Li+].Cl, predict the reaction product. The product is: [CH2:3]([N:2]([CH2:6][C:7]1[N:12]=[C:11]([C:13]([F:16])([F:14])[F:15])[N:10]=[C:9]([C:17]([OH:19])=[O:18])[CH:8]=1)[CH3:1])[CH3:4].